From a dataset of Forward reaction prediction with 1.9M reactions from USPTO patents (1976-2016). Predict the product of the given reaction. (1) Given the reactants [CH3:1][N:2]1[CH:6]=[C:5]([C:7]([OH:9])=O)[N:4]=[CH:3]1.CCN(CC)CC.CN(C(ON1N=NC2C=CC=CC1=2)=[N+](C)C)C.F[P-](F)(F)(F)(F)F.[CH3:41][O:42][C:43]1[C:48]([NH2:49])=[CH:47][C:46]([N:50]2[C:55]3[CH:56]=[C:57]([O:60][C@H:61]4[CH2:65][CH2:64][NH:63][CH2:62]4)[CH:58]=[CH:59][C:54]=3[O:53][CH2:52][CH2:51]2)=[CH:45][N:44]=1, predict the reaction product. The product is: [NH2:49][C:48]1[CH:47]=[C:46]([N:50]2[C:55]3[CH:56]=[C:57]([O:60][C@H:61]4[CH2:65][CH2:64][N:63]([C:7]([C:5]5[N:4]=[CH:3][N:2]([CH3:1])[CH:6]=5)=[O:9])[CH2:62]4)[CH:58]=[CH:59][C:54]=3[O:53][CH2:52][CH2:51]2)[CH:45]=[N:44][C:43]=1[O:42][CH3:41]. (2) Given the reactants C(OC(=O)[N:7]([CH2:11][C:12]1[CH:17]=[CH:16][CH:15]=[C:14]([C:18]2[CH:23]=[CH:22][N:21]=[C:20](Cl)[N:19]=2)[CH:13]=1)[CH:8]([CH3:10])[CH3:9])(C)(C)C.Br.[NH2:27][CH2:28][C:29]1[CH:34]=[CH:33][C:32]([OH:35])=[C:31]([Cl:36])[CH:30]=1, predict the reaction product. The product is: [Cl:36][C:31]1[CH:30]=[C:29]([CH2:28][NH:27][C:20]2[N:19]=[C:18]([C:14]3[CH:15]=[CH:16][CH:17]=[C:12]([CH2:11][NH:7][CH:8]([CH3:9])[CH3:10])[CH:13]=3)[CH:23]=[CH:22][N:21]=2)[CH:34]=[CH:33][C:32]=1[OH:35]. (3) Given the reactants [O:1]([C:8]1[CH:9]=[C:10]([CH:23]=[CH:24][CH:25]=1)[C:11]([NH:13][C:14]([CH3:22])([C:16]1[CH:21]=[CH:20][CH:19]=[CH:18][CH:17]=1)[CH3:15])=[O:12])[C:2]1[CH:7]=[CH:6][CH:5]=[CH:4][CH:3]=1.CN(CCN(C)C)C.C([Li])(CC)C.CCCCCC.CN([CH:48]=[O:49])C, predict the reaction product. The product is: [O:1]([C:8]1[CH:25]=[CH:24][CH:23]=[C:10]2[C:9]=1[CH:48]([OH:49])[N:13]([C:14]([CH3:15])([C:16]1[CH:17]=[CH:18][CH:19]=[CH:20][CH:21]=1)[CH3:22])[C:11]2=[O:12])[C:2]1[CH:3]=[CH:4][CH:5]=[CH:6][CH:7]=1. (4) Given the reactants CS(O[C@@H:6]1[CH2:10][CH2:9][N:8]([C:11]([O:13][C:14]([CH3:17])([CH3:16])[CH3:15])=[O:12])[CH2:7]1)(=O)=O.[NH2:18][C:19]1[S:20][C:21]2[CH:27]=[C:26]([SH:28])[CH:25]=[CH:24][C:22]=2[N:23]=1.C(=O)([O-])[O-].[K+].[K+].[BH4-].[Na+], predict the reaction product. The product is: [NH2:18][C:19]1[S:20][C:21]2[CH:27]=[C:26]([S:28][C@H:6]3[CH2:10][CH2:9][N:8]([C:11]([O:13][C:14]([CH3:15])([CH3:16])[CH3:17])=[O:12])[CH2:7]3)[CH:25]=[CH:24][C:22]=2[N:23]=1.